From a dataset of Peptide-MHC class II binding affinity with 134,281 pairs from IEDB. Regression. Given a peptide amino acid sequence and an MHC pseudo amino acid sequence, predict their binding affinity value. This is MHC class II binding data. (1) The peptide sequence is SCLDGKLCLMKAQPT. The MHC is DRB1_1101 with pseudo-sequence DRB1_1101. The binding affinity (normalized) is 0.364. (2) The peptide sequence is RLEDEMKEGRYEVRA. The MHC is DRB1_0802 with pseudo-sequence DRB1_0802. The binding affinity (normalized) is 0. (3) The peptide sequence is TKQQVFIQSEDPPVL. The MHC is HLA-DPA10201-DPB10101 with pseudo-sequence HLA-DPA10201-DPB10101. The binding affinity (normalized) is 0.190.